Dataset: Full USPTO retrosynthesis dataset with 1.9M reactions from patents (1976-2016). Task: Predict the reactants needed to synthesize the given product. (1) Given the product [NH2:1][C:2]1[C:7]([I:12])=[CH:6][C:5]([C:8]([F:9])([F:11])[F:10])=[CH:4][N:3]=1, predict the reactants needed to synthesize it. The reactants are: [NH2:1][C:2]1[CH:7]=[CH:6][C:5]([C:8]([F:11])([F:10])[F:9])=[CH:4][N:3]=1.[I:12]I. (2) Given the product [NH2:23][C:6]1[CH:7]=[N:8][C:9]2[C:14]([C:5]=1[NH:4][CH2:3][C:2]([NH:27][S:28]([CH3:31])(=[O:29])=[O:30])([CH3:26])[CH3:1])=[CH:13][CH:12]=[C:11]([O:15][CH2:16][C:17]1[CH:18]=[CH:19][CH:20]=[CH:21][CH:22]=1)[CH:10]=2, predict the reactants needed to synthesize it. The reactants are: [CH3:1][C:2]([NH:27][S:28]([CH3:31])(=[O:30])=[O:29])([CH3:26])[CH2:3][NH:4][C:5]1[C:14]2[C:9](=[CH:10][C:11]([O:15][CH2:16][C:17]3[CH:22]=[CH:21][CH:20]=[CH:19][CH:18]=3)=[CH:12][CH:13]=2)[N:8]=[CH:7][C:6]=1[N+:23]([O-])=O. (3) Given the product [OH:44][CH2:43][CH:42]=[C:39]1[CH2:40][CH2:41][CH:36]([N:26]2[C:25](=[O:48])[C:24]([CH2:23][C:20]3[CH:21]=[CH:22][C:17]([C:12]4[C:11]([C:9]#[N:10])=[CH:16][CH:15]=[CH:14][CH:13]=4)=[CH:18][CH:19]=3)=[C:29]([CH2:30][CH2:31][CH3:32])[N:28]3[N:33]=[CH:34][N:35]=[C:27]23)[CH2:37][CH2:38]1, predict the reactants needed to synthesize it. The reactants are: [Cl-].[Ca+2].[Cl-].[BH4-].[Na+].C(O)C.[C:9]([C:11]1[CH:16]=[CH:15][CH:14]=[CH:13][C:12]=1[C:17]1[CH:22]=[CH:21][C:20]([CH2:23][C:24]2[C:25](=[O:48])[N:26]([CH:36]3[CH2:41][CH2:40][C:39](=[CH:42][C:43](OCC)=[O:44])[CH2:38][CH2:37]3)[C:27]3[N:28]([N:33]=[CH:34][N:35]=3)[C:29]=2[CH2:30][CH2:31][CH3:32])=[CH:19][CH:18]=1)#[N:10]. (4) The reactants are: [NH:1]1[C:9]2[C:4](=[CH:5][CH:6]=[CH:7][CH:8]=2)[C:3]2([C:21]3[C:12](=[CH:13][C:14]4[O:19][CH2:18][CH2:17][O:16][C:15]=4[CH:20]=3)[O:11][CH2:10]2)[C:2]1=[O:22].N1C2C(=CC=CC=2)[C@@]2(C3C(=CC4OCCOC=4C=3)OC2)C1=O.Cl[CH2:46][C:47]1[C:51]([CH3:52])=[N:50][O:49][N:48]=1.BrCCCCC. Given the product [CH3:52][C:51]1[C:47]([CH2:46][N:1]2[C:9]3[C:4](=[CH:5][CH:6]=[CH:7][CH:8]=3)[C:3]3([C:21]4[C:12](=[CH:13][C:14]5[O:19][CH2:18][CH2:17][O:16][C:15]=5[CH:20]=4)[O:11][CH2:10]3)[C:2]2=[O:22])=[N:48][O:49][N:50]=1, predict the reactants needed to synthesize it. (5) Given the product [Cl:26][CH2:27][CH2:28][CH2:29][C:30]([NH:1][C:2]1[C:15]2[C:6](=[CH:7][C:8]3[C:9]4[C:14]=2[C:13](=[O:16])[N:12]([CH2:17][CH2:18][N:19]([CH3:20])[CH3:21])[C:11](=[O:22])[C:10]=4[CH:23]=[CH:24][CH:25]=3)[CH:5]=[CH:4][CH:3]=1)=[O:31], predict the reactants needed to synthesize it. The reactants are: [NH2:1][C:2]1[C:15]2[C:6](=[CH:7][C:8]3[C:9]4[C:14]=2[C:13](=[O:16])[N:12]([CH2:17][CH2:18][N:19]([CH3:21])[CH3:20])[C:11](=[O:22])[C:10]=4[CH:23]=[CH:24][CH:25]=3)[CH:5]=[CH:4][CH:3]=1.[Cl:26][CH2:27][CH2:28][CH2:29][C:30](Cl)=[O:31].C(Cl)Cl.CO. (6) Given the product [CH3:17][O:18][C:19](=[O:27])[CH2:20][C:21]1[S:22][C:23]([C:9]2[CH:10]=[CH:11][CH:12]=[CH:13][C:8]=2[NH2:7])=[CH:24][CH:25]=1, predict the reactants needed to synthesize it. The reactants are: N#N.C(O)C.Cl.[NH2:7][C:8]1[CH:13]=[CH:12][CH:11]=[CH:10][C:9]=1B(O)O.[CH3:17][O:18][C:19](=[O:27])[CH2:20][C:21]1[S:22][C:23](Br)=[CH:24][CH:25]=1.